Dataset: Forward reaction prediction with 1.9M reactions from USPTO patents (1976-2016). Task: Predict the product of the given reaction. The product is: [CH3:8][O:7][C:5](=[O:6])[C:4]1[CH:9]=[CH:10][CH:11]=[C:2]([CH:12]=[CH:13][C:14]2[CH:19]=[CH:18][CH:17]=[CH:16][CH:15]=2)[CH:3]=1. Given the reactants Br[C:2]1[CH:3]=[C:4]([CH:9]=[CH:10][CH:11]=1)[C:5]([O:7][CH3:8])=[O:6].[CH2:12]=[CH:13][C:14]1(B(O)O)[CH:19]=[CH:18][CH:17]=[CH:16][CH2:15]1.C([O-])([O-])=O.[Na+].[Na+].COCCOC, predict the reaction product.